From a dataset of Catalyst prediction with 721,799 reactions and 888 catalyst types from USPTO. Predict which catalyst facilitates the given reaction. (1) Reactant: [CH:1]1([C:4]2[NH:8][N:7]=[C:6]([NH:9][C:10]3[C:17]([F:18])=[CH:16][C:13]([C:14]#N)=[C:12]([NH:19][C@H:20]([C:22]4[CH:27]=[CH:26][C:25]([F:28])=[CH:24][CH:23]=4)[CH3:21])[N:11]=3)[CH:5]=2)[CH2:3][CH2:2]1.N1C=CC=CC=1CC(O)=[O:37].O. Product: [CH:1]1([C:4]2[NH:8][N:7]=[C:6]([NH:9][C:10]3[C:17]([F:18])=[CH:16][C:13]([CH:14]=[O:37])=[C:12]([NH:19][C@H:20]([C:22]4[CH:27]=[CH:26][C:25]([F:28])=[CH:24][CH:23]=4)[CH3:21])[N:11]=3)[CH:5]=2)[CH2:3][CH2:2]1. The catalyst class is: 181. (2) Reactant: [C:1]([C:5]1[CH:10]=[CH:9][C:8]([N:11]2[CH:15]([C:16]3[CH:17]=[CH:18][C:19]4[N:23]=[C:22]([C@@H:24]5[CH2:28][CH2:27][CH2:26][N:25]5[C:29](=[O:39])[C@@H:30]([NH:34][C:35]([O:37][CH3:38])=[O:36])[CH:31]([CH3:33])[CH3:32])[NH:21][C:20]=4[CH:40]=3)[CH2:14][CH2:13][CH:12]2[C:41]2[CH:46]=[CH:45][C:44]([C:47]3[NH:51][C:50]([C@@H:52]4[CH2:56][CH2:55][CH2:54][N:53]4C(OC(C)(C)C)=O)=[N:49][CH:48]=3)=[CH:43][CH:42]=2)=[CH:7][CH:6]=1)([CH3:4])([CH3:3])[CH3:2].[ClH:64].O1CCOCC1. Product: [Cl-:64].[C:1]([C:5]1[CH:6]=[CH:7][C:8]([N:11]2[CH:15]([C:16]3[CH:17]=[CH:18][C:19]4[N:23]=[C:22]([C@@H:24]5[CH2:28][CH2:27][CH2:26][N:25]5[C:29](=[O:39])[C@@H:30]([NH:34][C:35]([O:37][CH3:38])=[O:36])[CH:31]([CH3:33])[CH3:32])[NH:21][C:20]=4[CH:40]=3)[CH2:14][CH2:13][CH:12]2[C:41]2[CH:46]=[CH:45][C:44]([C:47]3[NH:51][C:50]([C@@H:52]4[CH2:56][CH2:55][CH2:54][NH2+:53]4)=[N:49][CH:48]=3)=[CH:43][CH:42]=2)=[CH:9][CH:10]=1)([CH3:3])([CH3:4])[CH3:2]. The catalyst class is: 12.